Dataset: Full USPTO retrosynthesis dataset with 1.9M reactions from patents (1976-2016). Task: Predict the reactants needed to synthesize the given product. (1) Given the product [C:1]([O-:5])(=[O:4])[CH2:2][CH3:3].[Y+3:11].[C:1]([O-:5])(=[O:4])[CH2:2][CH3:3].[C:1]([O-:5])(=[O:4])[CH2:2][CH3:3], predict the reactants needed to synthesize it. The reactants are: [C:1]([OH:5])(=[O:4])[CH2:2][CH3:3].C(O)(=O)C.[O-2].[Y+3:11].[O-2].[O-2].[Y+3]. (2) Given the product [CH2:1]([C:3]1[C:12]2[C:7](=[CH:8][CH:9]=[CH:10][CH:11]=2)[C:6]([C:13]([OH:15])=[O:14])=[CH:5][CH:4]=1)[CH2:2][CH2:18][CH3:19], predict the reactants needed to synthesize it. The reactants are: [CH2:1]([C:3]1[C:12]2[C:7](=[CH:8][CH:9]=[CH:10][CH:11]=2)[C:6]([C:13]([OH:15])=[O:14])=[CH:5][CH:4]=1)[CH3:2].CO[C:18]1C=C2C(C=CC=C2C(O)=O)=C[CH:19]=1. (3) Given the product [CH3:6][NH:7][CH2:8][CH2:9][CH2:10][NH:11][C:12]1[N:20]=[CH:19][N:18]=[C:17]2[C:13]=1[NH:14][C:15](=[O:21])[NH:16]2, predict the reactants needed to synthesize it. The reactants are: C(O[C:6](=O)[N:7](C)[CH2:8][CH2:9][CH2:10][NH:11][C:12]1[N:20]=[CH:19][N:18]=[C:17]2[C:13]=1[NH:14][C:15](=[O:21])[NH:16]2)(C)(C)C.Cl. (4) Given the product [CH3:34][O:33][C:29]1[CH:28]=[C:27]([C:2]#[C:1][C:3]2[CH:4]=[N:5][N:6]3[C:11]([C:12]([F:14])([F:13])[F:15])=[CH:10][C:9]([C:16]4[CH:21]=[CH:20][C:19]([C:22]([F:25])([F:24])[F:23])=[CH:18][CH:17]=4)=[N:8][C:7]=23)[CH:32]=[N:31][CH:30]=1, predict the reactants needed to synthesize it. The reactants are: [C:1]([C:3]1[CH:4]=[N:5][N:6]2[C:11]([C:12]([F:15])([F:14])[F:13])=[CH:10][C:9]([C:16]3[CH:21]=[CH:20][C:19]([C:22]([F:25])([F:24])[F:23])=[CH:18][CH:17]=3)=[N:8][C:7]=12)#[CH:2].Br[C:27]1[CH:28]=[C:29]([O:33][CH3:34])[CH:30]=[N:31][CH:32]=1. (5) The reactants are: [NH2:1][C:2]1[CH:10]=[C:9]2[C:5]([C:6]3[C:14]([C:15]4[CH:20]=[CH:19][CH:18]=[CH:17][C:16]=4[F:21])=[CH:13][N:12]=[C:11]([C:22]([NH2:24])=[O:23])[C:7]=3[NH:8]2)=[CH:4][CH:3]=1.[CH3:25][S:26](Cl)(=[O:28])=[O:27].N1C=CC=CC=1. Given the product [F:21][C:16]1[CH:17]=[CH:18][CH:19]=[CH:20][C:15]=1[C:14]1[C:6]2[C:5]3[C:9](=[CH:10][C:2]([NH:1][S:26]([CH3:25])(=[O:28])=[O:27])=[CH:3][CH:4]=3)[NH:8][C:7]=2[C:11]([C:22]([NH2:24])=[O:23])=[N:12][CH:13]=1, predict the reactants needed to synthesize it. (6) Given the product [Cl:13][C:14]1[CH:32]=[CH:31][C:17]([CH2:18][N:19]2[C:27]3[C:22](=[CH:23][C:24](/[CH:28]=[C:4]4/[C:5](=[O:12])[N:6]([NH:7][S:8]([CH3:11])(=[O:10])=[O:9])[C:2](=[O:1])[S:3]/4)=[CH:25][CH:26]=3)[C:21]([CH3:30])=[N:20]2)=[C:16]([C:33]([F:34])([F:36])[F:35])[CH:15]=1, predict the reactants needed to synthesize it. The reactants are: [O:1]=[C:2]1[N:6]([NH:7][S:8]([CH3:11])(=[O:10])=[O:9])[C:5](=[O:12])[CH2:4][S:3]1.[Cl:13][C:14]1[CH:32]=[CH:31][C:17]([CH2:18][N:19]2[C:27]3[C:22](=[CH:23][C:24]([CH:28]=O)=[CH:25][CH:26]=3)[C:21]([CH3:30])=[N:20]2)=[C:16]([C:33]([F:36])([F:35])[F:34])[CH:15]=1. (7) Given the product [Br:1][C:2]1[CH:3]=[C:4]([CH:9]=[CH:10][C:11]=1[CH2:12][C:13]([O:22][CH3:21])=[O:20])[C:5]([O:7][CH3:8])=[O:6], predict the reactants needed to synthesize it. The reactants are: [Br:1][C:2]1[CH:3]=[C:4]([CH:9]=[CH:10][C:11]=1[CH2:12][C:13]#N)[C:5]([O:7][CH3:8])=[O:6].S(=O)(=O)(O)O.[OH2:20].[CH3:21][OH:22]. (8) Given the product [CH3:25][C:24]1[C:20]([N:13]([CH2:14][O:15][CH2:16][CH2:17][O:18][CH3:19])[S:10]([C:5]2[S:6][C:7]([CH3:9])=[CH:8][C:4]=2[C:28]2[CH:35]=[CH:34][C:31]([CH:32]=[O:33])=[CH:30][CH:29]=2)(=[O:12])=[O:11])=[N:21][O:22][C:23]=1[CH3:26], predict the reactants needed to synthesize it. The reactants are: B([C:4]1[CH:8]=[C:7]([CH3:9])[S:6][C:5]=1[S:10]([N:13]([C:20]1[C:24]([CH3:25])=[C:23]([CH3:26])[O:22][N:21]=1)[CH2:14][O:15][CH2:16][CH2:17][O:18][CH3:19])(=[O:12])=[O:11])(O)O.Br[C:28]1[CH:35]=[CH:34][C:31]([CH:32]=[O:33])=[CH:30][CH:29]=1.C(=O)([O-])[O-].[Na+].[Na+]. (9) Given the product [F:1][C:2]1[CH:7]=[CH:6][C:5]([N:8]2[CH:12]=[N:11][N:10]=[N:9]2)=[CH:4][C:3]=1[CH2:13][C:14]([OH:16])=[O:15], predict the reactants needed to synthesize it. The reactants are: [F:1][C:2]1[CH:7]=[CH:6][C:5]([N:8]2[CH:12]=[N:11][N:10]=[N:9]2)=[CH:4][C:3]=1[CH2:13][C:14]([O:16]C)=[O:15].[OH-].[Na+].Cl. (10) Given the product [C:25]([O:24][C:22]([NH:21][C@H:20]([C:29]([O:31][CH3:32])=[O:30])[CH2:19][C:18]1[CH:17]=[CH:16][C:15]([CH:3]=[CH:2][CH2:1][C:4]2[CH:13]=[CH:12][C:11]3[C:6](=[N:7][CH:8]=[CH:9][CH:10]=3)[N:5]=2)=[CH:34][CH:33]=1)=[O:23])([CH3:27])([CH3:28])[CH3:26], predict the reactants needed to synthesize it. The reactants are: [CH2:1]([C:4]1[CH:13]=[CH:12][C:11]2[C:6](=[N:7][CH:8]=[CH:9][CH:10]=2)[N:5]=1)[CH:2]=[CH2:3].Br[C:15]1[CH:34]=[CH:33][C:18]([CH2:19][C@@H:20]([C:29]([O:31][CH3:32])=[O:30])[NH:21][C:22]([O:24][C:25]([CH3:28])([CH3:27])[CH3:26])=[O:23])=[CH:17][CH:16]=1.CC1C(P(C2C(C)=CC=CC=2)C2C(C)=CC=CC=2)=CC=CC=1.CCN(C(C)C)C(C)C.